This data is from Forward reaction prediction with 1.9M reactions from USPTO patents (1976-2016). The task is: Predict the product of the given reaction. (1) Given the reactants [CH2:1]([O:8][C:9]([N:11]([CH3:16])[CH2:12][C:13]([O-:15])=O)=[O:10])[C:2]1[CH:7]=[CH:6][CH:5]=[CH:4][CH:3]=1.CCN=C=NCCCN(C)C.[NH2:28][CH:29]1[CH2:32][N:31]([C:33]([O:35][C:36]([CH3:39])([CH3:38])[CH3:37])=[O:34])[CH2:30]1, predict the reaction product. The product is: [CH2:1]([O:8][C:9]([N:11]([CH3:16])[CH2:12][C:13]([NH:28][CH:29]1[CH2:30][N:31]([C:33]([O:35][C:36]([CH3:39])([CH3:38])[CH3:37])=[O:34])[CH2:32]1)=[O:15])=[O:10])[C:2]1[CH:3]=[CH:4][CH:5]=[CH:6][CH:7]=1. (2) Given the reactants [CH2:1]([O:8]CC1C=CC=CC=1)[C:2]1C=CC=[CH:4][CH:3]=1.[CH2:16]([SH:18])C.B(F)(F)F.C[CH2:24][O:25][CH2:26][CH3:27], predict the reaction product. The product is: [CH3:24][O:25][C:26]1[CH:27]=[C:1]([OH:8])[CH:2]=[CH:3][C:4]=1[S:18][CH3:16]. (3) Given the reactants [CH3:1][C:2]1[O:6][C:5]([N:7]2[CH2:12][CH2:11][C:10](=O)[CH2:9][CH2:8]2)=[N:4][N:3]=1.[Cl:14][C:15]1[CH:16]=[C:17]([CH:25]=[CH:26][CH:27]=1)[CH2:18][N:19]1[CH:23]=[N:22][C:21]([NH2:24])=[N:20]1.C(O)C.[BH4-].[Na+], predict the reaction product. The product is: [Cl:14][C:15]1[CH:16]=[C:17]([CH:25]=[CH:26][CH:27]=1)[CH2:18][N:19]1[CH:23]=[N:22][C:21]([NH:24][CH:10]2[CH2:11][CH2:12][N:7]([C:5]3[O:6][C:2]([CH3:1])=[N:3][N:4]=3)[CH2:8][CH2:9]2)=[N:20]1. (4) Given the reactants [Br:1][C:2]1[C:7]2[CH:8]=[CH:9][O:10][C:6]=2[CH:5]=[CH:4][CH:3]=1.[C:11]([O:15][C:16]([N:18]1[CH2:23][CH2:22][CH2:21][CH2:20][CH:19]1[C:24](=[O:29])N(OC)C)=[O:17])([CH3:14])([CH3:13])[CH3:12], predict the reaction product. The product is: [C:11]([O:15][C:16]([N:18]1[CH2:23][CH2:22][CH2:21][CH2:20][CH:19]1[C:24]([C:9]1[O:10][C:6]2[CH:5]=[CH:4][CH:3]=[C:2]([Br:1])[C:7]=2[CH:8]=1)=[O:29])=[O:17])([CH3:14])([CH3:13])[CH3:12]. (5) Given the reactants [C:1]([C:3]1([NH:6][C:7]([C@@H:9]2[CH2:13][C@@H:12]([S:14]([C:17]3[CH:22]=[CH:21][C:20](Br)=[CH:19][C:18]=3[Cl:24])(=[O:16])=[O:15])[CH2:11][C@H:10]2[C:25]([N:27]2[CH2:31][CH2:30][C:29]([F:33])([F:32])[CH2:28]2)=[O:26])=[O:8])[CH2:5][CH2:4]1)#[N:2].[Cl:34][C:35]1[CH:40]=[C:39](B(O)O)[CH:38]=[CH:37][N:36]=1, predict the reaction product. The product is: [C:1]([C:3]1([NH:6][C:7]([C@@H:9]2[CH2:13][C@@H:12]([S:14]([C:17]3[CH:22]=[CH:21][C:20]([C:39]4[CH:38]=[CH:37][N:36]=[C:35]([Cl:34])[CH:40]=4)=[CH:19][C:18]=3[Cl:24])(=[O:16])=[O:15])[CH2:11][C@H:10]2[C:25]([N:27]2[CH2:31][CH2:30][C:29]([F:33])([F:32])[CH2:28]2)=[O:26])=[O:8])[CH2:5][CH2:4]1)#[N:2]. (6) Given the reactants [NH2:1][OH:2].[C:3]([C:5]1[CH:6]=[C:7]([C:11]2[CH:12]=[N:13][C:14]([NH:26][C:27]([NH:29][CH2:30][CH3:31])=[O:28])=[CH:15][C:16]=2[C:17]2[S:18][CH:19]=[C:20]([C:22]([F:25])([F:24])[F:23])[N:21]=2)[CH:8]=[N:9][CH:10]=1)#[N:4], predict the reaction product. The product is: [CH2:30]([NH:29][C:27](=[O:28])[NH:26][C:14]1[N:13]=[CH:12][C:11]([C:7]2[CH:8]=[N:9][CH:10]=[C:5]([C:3](=[N:1][OH:2])[NH2:4])[CH:6]=2)=[C:16]([C:17]2[S:18][CH:19]=[C:20]([C:22]([F:24])([F:23])[F:25])[N:21]=2)[CH:15]=1)[CH3:31]. (7) The product is: [CH3:43][O:42][C:38]1[CH:37]=[C:5]([CH:4]=[C:3]([O:2][CH3:1])[C:39]=1[O:40][CH3:41])[C:6]([N:8]1[CH2:12][CH2:11][C:10]([CH2:19][CH2:20][N:21]2[CH2:27][CH2:26][CH2:25][N:24]([C:28]3[N:29]([CH2:45][C:46]4[S:47][CH:48]=[CH:49][CH:50]=4)[C:30]4[CH:36]=[CH:35][CH:34]=[CH:33][C:31]=4[N:32]=3)[CH2:23][CH2:22]2)([C:13]2[CH:14]=[CH:15][CH:16]=[CH:17][CH:18]=2)[CH2:9]1)=[O:7]. Given the reactants [CH3:1][O:2][C:3]1[CH:4]=[C:5]([CH:37]=[C:38]([O:42][CH3:43])[C:39]=1[O:40][CH3:41])[C:6]([N:8]1[CH2:12][CH2:11][C:10]([CH2:19][CH2:20][N:21]2[CH2:27][CH2:26][CH2:25][N:24]([C:28]3[NH:32][C:31]4[CH:33]=[CH:34][CH:35]=[CH:36][C:30]=4[N:29]=3)[CH2:23][CH2:22]2)([C:13]2[CH:18]=[CH:17][CH:16]=[CH:15][CH:14]=2)[CH2:9]1)=[O:7].Br[CH2:45][C:46]1[S:47][CH:48]=[CH:49][CH:50]=1, predict the reaction product. (8) Given the reactants Cl.Br[C:3]1[CH:4]=[N:5][CH:6]=[C:7]([CH:9]([Cl:11])[CH3:10])[CH:8]=1.[C:12]1([P:18]([C:25]2[CH:30]=[CH:29][CH:28]=[CH:27][CH:26]=2)[C:19]2[CH:24]=[CH:23][CH:22]=[CH:21][CH:20]=2)[CH:17]=[CH:16][CH:15]=[CH:14][CH:13]=1.[Br-].[Li+].O1CCOC[CH2:34]1, predict the reaction product. The product is: [Cl-:11].[CH3:34][C:3]1[CH:8]=[C:7]([CH:9]([P+:18]([C:12]2[CH:13]=[CH:14][CH:15]=[CH:16][CH:17]=2)([C:19]2[CH:24]=[CH:23][CH:22]=[CH:21][CH:20]=2)[C:25]2[CH:26]=[CH:27][CH:28]=[CH:29][CH:30]=2)[CH3:10])[CH:6]=[N:5][CH:4]=1. (9) The product is: [Cl:1][C:2]1[C:3]([I:9])=[CH:4][C:5]([NH:14][C@H:15]2[CH2:20][CH2:19][C@H:18]([OH:21])[CH2:17][CH2:16]2)=[N:6][CH:7]=1. Given the reactants [Cl:1][C:2]1[C:3]([I:9])=[CH:4][C:5](F)=[N:6][CH:7]=1.CS(C)=O.[NH2:14][C@H:15]1[CH2:20][CH2:19][C@H:18]([OH:21])[CH2:17][CH2:16]1, predict the reaction product. (10) Given the reactants [CH3:1][NH:2][CH2:3][C:4]1[CH:9]=[CH:8][C:7]([C:10]([N:12]2[CH2:18][C:17]3([CH3:20])[CH2:19][CH:13]2[CH2:14][C:15]([CH3:22])([CH3:21])[CH2:16]3)=[O:11])=[CH:6][CH:5]=1.[CH3:23][O:24][C:25]1[CH:26]=[C:27]([CH:31]=[C:32]([O:34][CH3:35])[CH:33]=1)[C:28](Cl)=[O:29], predict the reaction product. The product is: [CH3:23][O:24][C:25]1[CH:26]=[C:27]([CH:31]=[C:32]([O:34][CH3:35])[CH:33]=1)[C:28]([N:2]([CH3:1])[CH2:3][C:4]1[CH:5]=[CH:6][C:7]([C:10]([N:12]2[CH2:18][C:17]3([CH3:20])[CH2:19][CH:13]2[CH2:14][C:15]([CH3:22])([CH3:21])[CH2:16]3)=[O:11])=[CH:8][CH:9]=1)=[O:29].